From a dataset of Catalyst prediction with 721,799 reactions and 888 catalyst types from USPTO. Predict which catalyst facilitates the given reaction. (1) Reactant: [CH3:1][C:2]1[CH:3]=[CH:4][C:5]([N+:9]([O-:11])=[O:10])=[C:6]([OH:8])[CH:7]=1.[Br:12]Br. Product: [Br:12][C:3]1[C:2]([CH3:1])=[CH:7][C:6]([OH:8])=[C:5]([N+:9]([O-:11])=[O:10])[CH:4]=1. The catalyst class is: 15. (2) Reactant: Cl.Cl.[NH2:3][C:4]1[CH:5]=[N:6][CH:7]=[C:8]([C:10]2[CH:11]=[N:12][CH:13]=[CH:14][CH:15]=2)[CH:9]=1.N1C=CC=CC=1.[C:22]1([C:35](Cl)=[O:36])[C:34]2[CH2:33][C:32]3[C:27](=[CH:28][CH:29]=[CH:30][CH:31]=3)[C:26]=2[CH:25]=[CH:24][CH:23]=1. Product: [N:6]1[CH:5]=[C:4]([NH:3][C:35]([C:22]2[C:34]3[CH2:33][C:32]4[C:27](=[CH:28][CH:29]=[CH:30][CH:31]=4)[C:26]=3[CH:25]=[CH:24][CH:23]=2)=[O:36])[CH:9]=[C:8]([C:10]2[CH:11]=[N:12][CH:13]=[CH:14][CH:15]=2)[CH:7]=1. The catalyst class is: 4.